From a dataset of Reaction yield outcomes from USPTO patents with 853,638 reactions. Predict the reaction yield, written as a fraction of the theoretical maximum amount of product (1.0 means a 100% yield; for example, 0.34 means a 34% yield). (1) The reactants are [ClH:1].[CH2:2]([C:7]1[N:8]=[C:9]([NH2:12])[NH:10][CH:11]=1)[CH2:3][CH2:4][C:5]#[CH:6].[N:13]([CH2:16][C:17]([CH3:25])=[CH:18][C:19]1[CH:24]=[CH:23][CH:22]=[CH:21][CH:20]=1)=[N+:14]=[N-:15]. No catalyst specified. The product is [ClH:1].[CH3:25][C:17](=[CH:18][C:19]1[CH:24]=[CH:23][CH:22]=[CH:21][CH:20]=1)[CH2:16][N:13]1[CH:6]=[C:5]([CH2:4][CH2:3][CH2:2][C:7]2[NH:8][C:9]([NH2:12])=[N:10][CH:11]=2)[N:15]=[N:14]1. The yield is 0.410. (2) The reactants are [CH3:1][C:2]1([CH3:21])[CH2:7][CH2:6][C:5]([C:8]2[C:9]([C:16]3[CH:20]=[CH:19][S:18][CH:17]=3)=[N:10][N:11]([CH3:15])[C:12]=2[CH:13]=[O:14])=[CH:4][CH2:3]1.C[Si](C#N)(C)C.[Na].[C:29](Cl)(=[O:31])C.[CH3:33][OH:34]. The catalyst is ClCCl.[I-].[Zn+2].[I-]. The product is [CH3:1][C:2]1([CH3:21])[CH2:7][CH2:6][C:5]([C:8]2[C:9]([C:16]3[CH:20]=[CH:19][S:18][CH:17]=3)=[N:10][N:11]([CH3:15])[C:12]=2[CH:13]([OH:14])[C:33]([O:31][CH3:29])=[O:34])=[CH:4][CH2:3]1. The yield is 0.610. (3) The catalyst is ClCCl. The yield is 0.990. The product is [Cl:1][C:2]1[CH:7]=[CH:6][CH:5]=[CH:4][C:3]=1[C:8]1[N:9]([C:37]2[CH:38]=[CH:39][C:40]([Cl:43])=[CH:41][CH:42]=2)[C:10]2[C:15]([N:16]=1)=[C:14]([N:17]1[CH2:22][CH2:21][C:20]([C:23]3[CH:28]=[CH:27][CH:26]=[CH:25][CH:24]=3)([NH2:29])[CH2:19][CH2:18]1)[N:13]=[CH:12][N:11]=2. The reactants are [Cl:1][C:2]1[CH:7]=[CH:6][CH:5]=[CH:4][C:3]=1[C:8]1[N:9]([C:37]2[CH:42]=[CH:41][C:40]([Cl:43])=[CH:39][CH:38]=2)[C:10]2[C:15]([N:16]=1)=[C:14]([N:17]1[CH2:22][CH2:21][C:20]([NH:29]C(=O)OC(C)(C)C)([C:23]3[CH:28]=[CH:27][CH:26]=[CH:25][CH:24]=3)[CH2:19][CH2:18]1)[N:13]=[CH:12][N:11]=2.FC(F)(F)C(O)=O. (4) The reactants are [F:1][C:2]1[CH:3]=[C:4]([CH2:23][N:24]2C(=O)C3C(=CC=CC=3)C2=O)[CH:5]=[C:6]([C:8]2[C:9]([O:18][CH2:19][CH2:20][O:21][CH3:22])=[N:10][C:11]([C:14]([F:17])([F:16])[F:15])=[CH:12][CH:13]=2)[CH:7]=1.NN.O. The catalyst is CO. The product is [F:1][C:2]1[CH:3]=[C:4]([CH2:23][NH2:24])[CH:5]=[C:6]([C:8]2[C:9]([O:18][CH2:19][CH2:20][O:21][CH3:22])=[N:10][C:11]([C:14]([F:17])([F:16])[F:15])=[CH:12][CH:13]=2)[CH:7]=1. The yield is 0.860.